This data is from Ames mutagenicity test results for genotoxicity prediction. The task is: Regression/Classification. Given a drug SMILES string, predict its toxicity properties. Task type varies by dataset: regression for continuous values (e.g., LD50, hERG inhibition percentage) or binary classification for toxic/non-toxic outcomes (e.g., AMES mutagenicity, cardiotoxicity, hepatotoxicity). Dataset: ames. (1) The result is 1 (mutagenic). The compound is O=[N+]([O-])c1cc2[nH]c3ccc4ccccc4c3c2c2cccc(O)c12. (2) The molecule is O=C(Nc1cccc(Br)c1)c1csc([N+](=O)[O-])c1. The result is 1 (mutagenic). (3) The result is 0 (non-mutagenic). The drug is CCCNC(=O)NS(=O)(=O)c1ccc(Cl)cc1. (4) The molecule is O=C(Nc1cc(Cl)cc(Cl)c1O)c1c(O)c(Cl)cc(Cl)c1Cl. The result is 0 (non-mutagenic). (5) The compound is c1ccc2cc([C@@H]3CO3)ccc2c1. The result is 1 (mutagenic).